The task is: Predict the reaction yield, written as a fraction of the theoretical maximum amount of product (1.0 means a 100% yield; for example, 0.34 means a 34% yield).. This data is from Reaction yield outcomes from USPTO patents with 853,638 reactions. (1) The product is [OH:6][N:5]=[C:4]([NH:38][CH2:39][C:40]([NH:42][CH2:43][C:44]([F:47])([F:46])[F:45])=[O:41])[C:3]1[CH:7]=[CH:8][C:9]([C:11]2[CH2:15][C:14]([C:26]([F:29])([F:27])[F:28])([C:16]3[CH:21]=[CH:20][CH:19]=[C:18]([C:22]([F:24])([F:25])[F:23])[CH:17]=3)[O:13][N:12]=2)=[CH:10][C:2]=1[CH3:1]. The reactants are [CH3:1][C:2]1[CH:10]=[C:9]([C:11]2[CH2:15][C:14]([C:26]([F:29])([F:28])[F:27])([C:16]3[CH:21]=[CH:20][CH:19]=[C:18]([C:22]([F:25])([F:24])[F:23])[CH:17]=3)[O:13][N:12]=2)[CH:8]=[CH:7][C:3]=1[CH:4]=[N:5][OH:6].ClN1C(=O)CCC1=O.[NH2:38][CH2:39][C:40]([NH:42][CH2:43][C:44]([F:47])([F:46])[F:45])=[O:41].C(N(CC)CC)C. The catalyst is CN(C=O)C.C1COCC1. The yield is 0.430. (2) The reactants are [CH3:1][O:2][C:3]1[CH:8]=[C:7]([N+:9]([O-:11])=[O:10])[CH:6]=[CH:5][C:4]=1[O-:12].[K+].CC#N.[O:17]1[C:19]2([CH2:24][CH2:23][S:22][CH2:21][CH2:20]2)[CH2:18]1. The catalyst is O. The product is [CH3:1][O:2][C:3]1[CH:8]=[C:7]([N+:9]([O-:11])=[O:10])[CH:6]=[CH:5][C:4]=1[O:12][CH2:18][C:19]1([OH:17])[CH2:24][CH2:23][S:22][CH2:21][CH2:20]1. The yield is 0.420. (3) The reactants are FC1C=C(CN)C=NC=1.[N:10]1[CH:15]=[CH:14][C:13]([CH2:16][NH2:17])=[N:12][CH:11]=1.[CH:18]1([CH2:21][N:22]2[CH2:26][CH2:25][N:24]([C:27]3[S:28][C:29]([C:33](O)=[O:34])=[C:30]([CH3:32])[N:31]=3)[C:23]2=[O:36])[CH2:20][CH2:19]1. No catalyst specified. The product is [CH:18]1([CH2:21][N:22]2[CH2:26][CH2:25][N:24]([C:27]3[S:28][C:29]([C:33]([NH:17][CH2:16][C:13]4[CH:14]=[CH:15][N:10]=[CH:11][N:12]=4)=[O:34])=[C:30]([CH3:32])[N:31]=3)[C:23]2=[O:36])[CH2:19][CH2:20]1. The yield is 0.650. (4) The reactants are [CH3:1][C:2]1[C:6]2[C:7](=[O:19])[N:8]([CH2:11][CH2:12][N:13]3[CH2:18][CH2:17][CH2:16][CH2:15][CH2:14]3)[CH2:9][CH2:10][C:5]=2[NH:4][C:3]=1[CH:20]=O.[NH:22]([C:26]1[CH:27]=[C:28]2[C:32](=[CH:33][CH:34]=1)[NH:31][C:30](=[O:35])[CH2:29]2)[C:23]([CH3:25])=[O:24]. No catalyst specified. The product is [CH3:1][C:2]1[C:6]2[C:7](=[O:19])[N:8]([CH2:11][CH2:12][N:13]3[CH2:14][CH2:15][CH2:16][CH2:17][CH2:18]3)[CH2:9][CH2:10][C:5]=2[NH:4][C:3]=1[CH:20]=[C:29]1[C:28]2[C:32](=[CH:33][CH:34]=[C:26]([NH:22][C:23](=[O:24])[CH3:25])[CH:27]=2)[NH:31][C:30]1=[O:35]. The yield is 0.697.